From a dataset of Catalyst prediction with 721,799 reactions and 888 catalyst types from USPTO. Predict which catalyst facilitates the given reaction. (1) Reactant: [C:1]([CH2:3][C:4]([OH:6])=O)#[N:2].[C:7](Cl)(=[O:11])[C:8](Cl)=O.O[NH:14][C:15]1C=C[CH:18]=[CH:17][CH:16]=1. Product: [C:1]([CH2:3][C:4]([NH:14][C:15]1[CH:16]=[CH:17][CH:18]=[CH:8][C:7]=1[OH:11])=[O:6])#[N:2]. The catalyst class is: 59. (2) Product: [C:15]([C:14]1[CH:13]=[C:12]([N:9]2[CH2:8][CH2:7][N:6]([CH2:5][CH2:4][CH2:3][CH2:2][NH:1][C:29]([N:45]3[CH2:46][CH2:47][N:42]([C:36]4[CH:41]=[CH:40][CH:39]=[CH:38][CH:37]=4)[CH2:43][CH2:44]3)=[O:30])[CH2:11][CH2:10]2)[CH:19]=[C:18]([C:20]([F:22])([F:23])[F:21])[CH:17]=1)#[N:16]. The catalyst class is: 147. Reactant: [NH2:1][CH2:2][CH2:3][CH2:4][CH2:5][N:6]1[CH2:11][CH2:10][N:9]([C:12]2[CH:13]=[C:14]([CH:17]=[C:18]([C:20]([F:23])([F:22])[F:21])[CH:19]=2)[C:15]#[N:16])[CH2:8][CH2:7]1.C1N=CN([C:29](N2C=NC=C2)=[O:30])C=1.[C:36]1([N:42]2[CH2:47][CH2:46][NH:45][CH2:44][CH2:43]2)[CH:41]=[CH:40][CH:39]=[CH:38][CH:37]=1.